This data is from Forward reaction prediction with 1.9M reactions from USPTO patents (1976-2016). The task is: Predict the product of the given reaction. (1) Given the reactants Br[C:2]1[C:3](=[O:17])[N:4]([C:11]2[CH:16]=[CH:15][CH:14]=[CH:13][CH:12]=2)[N:5]([CH3:10])[C:6]=1[CH:7]1[CH2:9][CH2:8]1.[CH:18]1(B(O)O)[CH2:20][CH2:19]1.P([O-])([O-])([O-])=O.[K+].[K+].[K+].C1(P(C2CCCCC2)C2CCCCC2)CCCCC1, predict the reaction product. The product is: [CH:18]1([C:2]2[C:3](=[O:17])[N:4]([C:11]3[CH:16]=[CH:15][CH:14]=[CH:13][CH:12]=3)[N:5]([CH3:10])[C:6]=2[CH:7]2[CH2:9][CH2:8]2)[CH2:20][CH2:19]1. (2) Given the reactants [CH3:1][O:2][C:3]1[CH:12]=[CH:11][C:10]2[C:5](=[CH:6][N+:7]3[CH2:20][CH2:19][C:18]4[C:13](=[CH:14][C:15]5[O:23][CH2:22][O:21][C:16]=5[CH:17]=4)[C:8]=3[CH:9]=2)[C:4]=1[O:24][CH3:25].[Cl-].[C:27]1([Mg]Cl)[CH:32]=[CH:31][CH:30]=[CH:29][CH:28]=1, predict the reaction product. The product is: [CH3:25][O:24][C:4]1[C:5]2[CH:6]([C:27]3[CH:32]=[CH:31][CH:30]=[CH:29][CH:28]=3)[N:7]3[CH2:20][CH2:19][C:18]4[C:13]([C:8]3=[CH:9][C:10]=2[CH:11]=[CH:12][C:3]=1[O:2][CH3:1])=[CH:14][C:15]1[O:23][CH2:22][O:21][C:16]=1[CH:17]=4.